This data is from Catalyst prediction with 721,799 reactions and 888 catalyst types from USPTO. The task is: Predict which catalyst facilitates the given reaction. (1) Reactant: [F:1][C:2]([F:7])([F:6])[C:3]([OH:5])=[O:4].[NH2:8][CH2:9][C:10]([NH:12][C@H:13]([C:18]([N:20]1[CH2:47][CH2:46][CH2:45][C@H:21]1[C:22]([NH:24][CH2:25][CH2:26][CH2:27][NH:28][C:29]1[C:42]2[C:41](=[O:43])[C:40]3[C:35](=[CH:36][CH:37]=[CH:38][CH:39]=3)[C:34](=[O:44])[C:33]=2[CH:32]=[CH:31][CH:30]=1)=[O:23])=[O:19])[CH2:14][CH:15]([CH3:17])[CH3:16])=[O:11].CN([CH:51]=[O:52])C. Product: [F:1][C:2]([F:7])([F:6])[C:3]([OH:5])=[O:4].[NH2:12][C@H:13]([C:51]([NH:8][CH2:9][C:10]([NH:12][C@H:13]([C:18]([N:20]1[CH2:47][CH2:46][CH2:45][C@H:21]1[C:22]([NH:24][CH2:25][CH2:26][CH2:27][NH:28][C:29]1[C:42]2[C:41](=[O:43])[C:40]3[C:35](=[CH:36][CH:37]=[CH:38][CH:39]=3)[C:34](=[O:44])[C:33]=2[CH:32]=[CH:31][CH:30]=1)=[O:23])=[O:19])[CH2:14][CH:15]([CH3:17])[CH3:16])=[O:11])=[O:52])[CH2:14][CH2:15][CH2:2][CH3:3]. The catalyst class is: 66. (2) Reactant: Br[C:2]1[CH:15]=[C:14]2[C:5]([N:6]3[C:11]([CH2:12][O:13]2)=[N:10][NH:9][C:8](=[O:16])[C@H:7]3[CH3:17])=[CH:4][C:3]=1[NH:18][C:19]1([CH3:24])[CH2:22][N:21]([CH3:23])[CH2:20]1.[CH2:25]([O:27]/[CH:28]=[CH:29]/B1OC(C)(C)C(C)(C)O1)[CH3:26].C([O-])([O-])=O.[K+].[K+]. Product: [CH3:23][N:21]1[CH2:22][C:19]([NH:18][C:3]2[CH:4]=[C:5]3[C:14](=[CH:15][C:2]=2/[CH:26]=[CH:25]/[O:27][CH2:28][CH3:29])[O:13][CH2:12][C:11]2[N:6]3[C@H:7]([CH3:17])[C:8](=[O:16])[NH:9][N:10]=2)([CH3:24])[CH2:20]1. The catalyst class is: 669. (3) Product: [CH2:19]([CH:21]1[CH2:29][C:28]2[C:23](=[CH:24][CH:25]=[CH:26][CH:27]=2)[N:22]1[C:15](=[O:17])[CH2:14][C:9]1[NH:10][C:11](=[O:13])[CH:12]=[C:7]([N:1]2[CH2:2][CH2:3][O:4][CH2:5][CH2:6]2)[N:8]=1)[CH3:20]. The catalyst class is: 672. Reactant: [N:1]1([C:7]2[N:8]=[C:9]([CH2:14][C:15]([O-:17])=O)[NH:10][C:11](=[O:13])[CH:12]=2)[CH2:6][CH2:5][O:4][CH2:3][CH2:2]1.[Na+].[CH2:19]([CH:21]1[CH2:29][C:28]2[C:23](=[CH:24][CH:25]=[CH:26][CH:27]=2)[NH:22]1)[CH3:20].Cl.CN(C)CCCN=C=NCC. (4) Reactant: C([N:20]1[N:24]=[N:23][C:22]([C:25]2[CH:26]=[C:27]3[C:31](=[CH:32][CH:33]=2)[NH:30][CH:29]=[CH:28]3)=[N:21]1)(C1C=CC=CC=1)(C1C=CC=CC=1)C1C=CC=CC=1.[H-].[Na+].Br[CH2:37][C:38]1[CH:43]=[CH:42][C:41]([C:44]2[CH:49]=[CH:48][C:47]([C:50]([OH:52])=[O:51])=[CH:46][CH:45]=2)=[CH:40][CH:39]=1.O. Product: [N:23]1[NH:24][N:20]=[N:21][C:22]=1[C:25]1[CH:26]=[C:27]2[C:31](=[CH:32][CH:33]=1)[N:30]([CH2:37][C:38]1[CH:43]=[CH:42][C:41]([C:44]3[CH:49]=[CH:48][C:47]([C:50]([OH:52])=[O:51])=[CH:46][CH:45]=3)=[CH:40][CH:39]=1)[CH:29]=[CH:28]2. The catalyst class is: 198. (5) Reactant: [Cl:1][C:2]1[CH:3]=[C:4]([NH2:11])[C:5](=[CH:9][CH:10]=1)[C:6]([O-])=[O:7].[NH4+:12].[CH:13]([O-])([O-])OC. The catalyst class is: 5. Product: [Cl:1][C:2]1[CH:3]=[C:4]2[C:5]([C:6](=[O:7])[NH:12][CH:13]=[N:11]2)=[CH:9][CH:10]=1. (6) Reactant: [C:1]([NH:9][CH:10]([CH:14]([CH3:16])[CH3:15])[C:11]([OH:13])=[O:12])(=[O:8])[C:2]1[CH:7]=[CH:6][CH:5]=[CH:4][CH:3]=1.[N:17]12[CH2:24][CH2:23][CH:20]([CH2:21][CH2:22]1)[C@@H:19](O)[CH2:18]2.C1CCC(N=C=NC2CCCCC2)CC1.C1C=CC2N(O)N=NC=2C=1. Product: [C:1]([NH:9][CH:10]([CH:14]([CH3:16])[CH3:15])[C:11]([O:13][C@@H:19]1[CH:20]2[CH2:23][CH2:24][N:17]([CH2:22][CH2:21]2)[CH2:18]1)=[O:12])(=[O:8])[C:2]1[CH:7]=[CH:6][CH:5]=[CH:4][CH:3]=1. The catalyst class is: 1. (7) Reactant: [CH2:1]([CH:3]1[N:12]2[C:7](=[CH:8][C:9](=[O:18])[C:10]([C:13]([O:15][CH2:16][CH3:17])=[O:14])=[CH:11]2)[C:6]2[CH:19]=[C:20]([O:24][CH3:25])[C:21]([OH:23])=[CH:22][C:5]=2[CH2:4]1)[CH3:2].I[CH2:27][CH:28]1[CH2:33][CH2:32][O:31][CH2:30][CH2:29]1.C([O-])([O-])=O.[K+].[K+]. Product: [CH2:1]([CH:3]1[N:12]2[C:7](=[CH:8][C:9](=[O:18])[C:10]([C:13]([O:15][CH2:16][CH3:17])=[O:14])=[CH:11]2)[C:6]2[CH:19]=[C:20]([O:24][CH3:25])[C:21]([O:23][CH2:27][CH:28]3[CH2:33][CH2:32][O:31][CH2:30][CH2:29]3)=[CH:22][C:5]=2[CH2:4]1)[CH3:2]. The catalyst class is: 3. (8) Reactant: CN(C(ON1N=NC2C=CC=NC1=2)=[N+](C)C)C.F[P-](F)(F)(F)(F)F.[Cl:25][C:26]1[CH:27]=[CH:28][C:29]([N:39]2[CH:43]=[C:42]([C:44]([F:47])([F:46])[F:45])[N:41]=[N:40]2)=[C:30]([C:32]2[N:37]=[CH:36][N:35]=[C:34]([OH:38])[CH:33]=2)[CH:31]=1.C1CCN2C(=NCCC2)CC1.[Cl:59][C:60]1[CH:61]=[N:62][C:63]2[C:64]3[CH:65]=[CH:66][CH:67]=[C:68]([CH:88]=3)[C@@H:69](NC(=O)OC(C)(C)C)[CH2:70][CH:71]=[CH:72][C@@H:73]([CH3:79])[C:74](=[O:78])[NH:75][C:76]=2[CH:77]=1. Product: [Cl:59][C:60]1[CH:61]=[N:62][C:63]2[C:64]3[CH:65]=[CH:66][CH:67]=[C:68]([CH:88]=3)[C@@H:69]([N:35]3[C:34](=[O:38])[CH:33]=[C:32]([C:30]4[CH:31]=[C:26]([Cl:25])[CH:27]=[CH:28][C:29]=4[N:39]4[CH:43]=[C:42]([C:44]([F:45])([F:47])[F:46])[N:41]=[N:40]4)[N:37]=[CH:36]3)[CH2:70][CH2:71][CH2:72][C@@H:73]([CH3:79])[C:74](=[O:78])[NH:75][C:76]=2[CH:77]=1. The catalyst class is: 705. (9) Reactant: [Br:1][C:2]1[N:7]=[C:6]([CH2:8]O)[C:5]([N:10]([CH:13]2[CH2:18][CH2:17][CH2:16][CH2:15][CH2:14]2)[CH2:11][CH3:12])=[N:4][CH:3]=1.O=S(Cl)[Cl:21]. Product: [Br:1][C:2]1[N:7]=[C:6]([CH2:8][Cl:21])[C:5]([N:10]([CH:13]2[CH2:18][CH2:17][CH2:16][CH2:15][CH2:14]2)[CH2:11][CH3:12])=[N:4][CH:3]=1. The catalyst class is: 3. (10) Reactant: Cl[C:2]1[CH:7]=[C:6]([Cl:8])[N:5]=[C:4]([S:9][CH2:10][C:11]2[CH:16]=[CH:15][CH:14]=[C:13]([F:17])[C:12]=2[F:18])[N:3]=1.[H-].[Na+].[CH2:21]([OH:23])[CH3:22]. Product: [Cl:8][C:6]1[CH:7]=[C:2]([O:23][CH2:21][CH3:22])[N:3]=[C:4]([S:9][CH2:10][C:11]2[CH:16]=[CH:15][CH:14]=[C:13]([F:17])[C:12]=2[F:18])[N:5]=1. The catalyst class is: 6.